From a dataset of Catalyst prediction with 721,799 reactions and 888 catalyst types from USPTO. Predict which catalyst facilitates the given reaction. Reactant: [CH3:1][C:2]1[CH:7]=[C:6]([CH3:8])[CH:5]=[C:4]([CH3:9])[C:3]=1[NH:10][C:11]([NH:13][C:14]1[C:15]([C:24]([NH:26][C:27]2([C:33]([O:35][CH3:36])=[O:34])[CH2:32][CH2:31][NH:30][CH2:29][CH2:28]2)=[O:25])=[CH:16][C:17]2[C:22]([CH:23]=1)=[CH:21][CH:20]=[CH:19][CH:18]=2)=[O:12].C(N(C(C)C)CC)(C)C.[C:46](Cl)(=[O:50])[CH2:47][CH2:48][CH3:49]. Product: [C:46]([N:30]1[CH2:29][CH2:28][C:27]([NH:26][C:24]([C:15]2[C:14]([NH:13][C:11]([NH:10][C:3]3[C:2]([CH3:1])=[CH:7][C:6]([CH3:8])=[CH:5][C:4]=3[CH3:9])=[O:12])=[CH:23][C:22]3[C:17](=[CH:18][CH:19]=[CH:20][CH:21]=3)[CH:16]=2)=[O:25])([C:33]([O:35][CH3:36])=[O:34])[CH2:32][CH2:31]1)(=[O:50])[CH2:47][CH2:48][CH3:49]. The catalyst class is: 2.